Task: Predict the reaction yield, written as a fraction of the theoretical maximum amount of product (1.0 means a 100% yield; for example, 0.34 means a 34% yield).. Dataset: Reaction yield outcomes from USPTO patents with 853,638 reactions (1) The reactants are [Cl:1][C:2]1[CH:21]=[CH:20][C:5]([NH:6][C:7]2[C:16]3[C:11](=[CH:12][C:13]([OH:19])=[C:14]([O:17][CH3:18])[CH:15]=3)[N:10]=[CH:9][N:8]=2)=[C:4]([F:22])[CH:3]=1.Cl.Cl[CH2:25][CH2:26][CH2:27][O:28][C:29]1[CH:34]=[CH:33][N:32]=[CH:31][CH:30]=1.C(=O)([O-])[O-].[K+].[K+]. The catalyst is CN1C(=O)CCC1.O. The product is [Cl:1][C:2]1[CH:21]=[CH:20][C:5]([NH:6][C:7]2[C:16]3[C:11](=[CH:12][C:13]([O:19][CH2:25][CH2:26][CH2:27][O:28][C:29]4[CH:34]=[CH:33][N:32]=[CH:31][CH:30]=4)=[C:14]([O:17][CH3:18])[CH:15]=3)[N:10]=[CH:9][N:8]=2)=[C:4]([F:22])[CH:3]=1. The yield is 0.560. (2) The reactants are F[C:2]1[C:3]([CH3:23])=[N:4][C:5]2[C:10]([N:11]=1)=[C:9]([C:12]1[NH:20][C:19]3[CH:18]([CH3:21])[CH2:17][NH:16][C:15](=[O:22])[C:14]=3[CH:13]=1)[CH:8]=[CH:7][CH:6]=2.[CH3:24][NH:25][CH3:26]. The catalyst is CS(C)=O.O. The product is [CH3:24][N:25]([CH3:26])[C:2]1[C:3]([CH3:23])=[N:4][C:5]2[C:10]([N:11]=1)=[C:9]([C:12]1[NH:20][C:19]3[CH:18]([CH3:21])[CH2:17][NH:16][C:15](=[O:22])[C:14]=3[CH:13]=1)[CH:8]=[CH:7][CH:6]=2. The yield is 0.660. (3) The reactants are [C:1]([O:5][C:6](=[O:27])[CH2:7][CH2:8][C@@H:9]([CH2:25][OH:26])[CH2:10][C@H:11]1[CH2:15][O:14][C:13]([CH3:17])([CH3:16])[N:12]1[C:18]([O:20][C:21]([CH3:24])([CH3:23])[CH3:22])=[O:19])([CH3:4])([CH3:3])[CH3:2].N1C=CC=CC=1.[S:34](Cl)([C:37]1[CH:43]=[CH:42][C:40]([CH3:41])=[CH:39][CH:38]=1)(=[O:36])=[O:35]. The catalyst is C(Cl)Cl.CN(C1C=CN=CC=1)C.C(OCC)(=O)C. The product is [C:1]([O:5][C:6](=[O:27])[CH2:7][CH2:8][C@@H:9]([CH2:25][O:26][S:34]([C:37]1[CH:43]=[CH:42][C:40]([CH3:41])=[CH:39][CH:38]=1)(=[O:36])=[O:35])[CH2:10][C@H:11]1[CH2:15][O:14][C:13]([CH3:17])([CH3:16])[N:12]1[C:18]([O:20][C:21]([CH3:24])([CH3:23])[CH3:22])=[O:19])([CH3:2])([CH3:4])[CH3:3]. The yield is 0.930. (4) The reactants are [NH2:1][C:2]1([CH3:23])[CH2:7][CH2:6][N:5]([CH2:8][C@H:9]2[N:19]3[C:20]4[N:11]([C:12](=[O:22])[CH2:13][CH2:14][C:15]=4[CH:16]=[CH:17][C:18]3=[O:21])[CH2:10]2)[CH2:4][CH2:3]1.C(N(CC)CC)C.[C:31](=O)(O)[O-:32].[Na+]. The catalyst is C(Cl)Cl.CN(C)C1C=CN=CC=1. The product is [N:1]([C:2]1([CH3:23])[CH2:3][CH2:4][N:5]([CH2:8][C@H:9]2[N:19]3[C:20]4[N:11]([C:12](=[O:22])[CH2:13][CH2:14][C:15]=4[CH:16]=[CH:17][C:18]3=[O:21])[CH2:10]2)[CH2:6][CH2:7]1)=[C:31]=[O:32]. The yield is 0.400.